From a dataset of Forward reaction prediction with 1.9M reactions from USPTO patents (1976-2016). Predict the product of the given reaction. Given the reactants [OH:1][C:2]1[CH:8]=[C:7]([CH3:9])[CH:6]=[CH:5][C:3]=1[NH2:4].[K+].C(O[C:14]([S-])=[S:15])C, predict the reaction product. The product is: [CH3:9][C:7]1[CH:6]=[CH:5][C:3]2[N:4]=[C:14]([SH:15])[O:1][C:2]=2[CH:8]=1.